Task: Regression. Given a peptide amino acid sequence and an MHC pseudo amino acid sequence, predict their binding affinity value. This is MHC class II binding data.. Dataset: Peptide-MHC class II binding affinity with 134,281 pairs from IEDB The peptide sequence is EPKYFAATQFEPLAA. The MHC is HLA-DPA10103-DPB10401 with pseudo-sequence HLA-DPA10103-DPB10401. The binding affinity (normalized) is 0.890.